Dataset: Catalyst prediction with 721,799 reactions and 888 catalyst types from USPTO. Task: Predict which catalyst facilitates the given reaction. (1) Reactant: [Si]([O:8][CH2:9][C@@H:10]1[CH2:15][CH2:14][CH2:13][CH2:12][C@@H:11]1[O:16][C:17]1[CH:29]=[CH:28][C:20]2[C:21]([C:24]([F:27])([F:26])[F:25])=[N:22][O:23][C:19]=2[C:18]=1[CH2:30][CH2:31][CH3:32])(C(C)(C)C)(C)C.[F-].C([N+](CCCC)(CCCC)CCCC)CCC.C([O-])(O)=O.[Na+]. Product: [OH:8][CH2:9][C@H:10]1[CH2:15][CH2:14][CH2:13][CH2:12][C@H:11]1[O:16][C:17]1[CH:29]=[CH:28][C:20]2[C:21]([C:24]([F:27])([F:26])[F:25])=[N:22][O:23][C:19]=2[C:18]=1[CH2:30][CH2:31][CH3:32]. The catalyst class is: 1. (2) Reactant: [Br:1][C:2]1[CH:7]=[C:6]([N+:8]([O-])=O)[C:5]([CH3:11])=[C:4]([O:12][CH3:13])[CH:3]=1. Product: [Br:1][C:2]1[CH:3]=[C:4]([O:12][CH3:13])[C:5]([CH3:11])=[C:6]([CH:7]=1)[NH2:8]. The catalyst class is: 770. (3) Reactant: [Br:1][C:2]1[CH:3]=[N:4][CH:5]=[C:6]2[C:11]=1[N:10]=[C:9]([C:12]([OH:14])=O)[CH:8]=[CH:7]2.C(N(CC)C(C)C)(C)C.F[P-](F)(F)(F)(F)F.N1(OC(N(C)C)=[N+](C)C)C2N=CC=CC=2N=N1.[CH3:48][C:49]([CH3:53])([CH3:52])[CH2:50][NH2:51]. Product: [Br:1][C:2]1[CH:3]=[N:4][CH:5]=[C:6]2[C:11]=1[N:10]=[C:9]([C:12]([NH:51][CH2:50][C:49]([CH3:53])([CH3:52])[CH3:48])=[O:14])[CH:8]=[CH:7]2. The catalyst class is: 9. (4) Reactant: [C:1]([N:8]1C=CN=C1)([N:3]1[CH:7]=[CH:6][N:5]=[CH:4]1)=[O:2].[N:13]1(N)[C:21]2[C:16](=[CH:17][CH:18]=[CH:19][CH:20]=2)[CH:15]=[CH:14]1.[N-]1C=CN=C1. Product: [N:13]1([NH:8][C:1]([N:3]2[CH:7]=[CH:6][N:5]=[CH:4]2)=[O:2])[C:21]2[C:16](=[CH:17][CH:18]=[CH:19][CH:20]=2)[CH:15]=[CH:14]1. The catalyst class is: 7.